From a dataset of Reaction yield outcomes from USPTO patents with 853,638 reactions. Predict the reaction yield, written as a fraction of the theoretical maximum amount of product (1.0 means a 100% yield; for example, 0.34 means a 34% yield). (1) The reactants are Cl.C[O:3][C:4]([C:6]1[C:7]2[CH2:8][NH:9][CH2:10][C:11]=2[CH:12]=[CH:13][CH:14]=1)=[O:5].[OH-].[Li+].Cl. The product is [CH2:10]1[C:11]2[CH:12]=[CH:13][CH:14]=[C:6]([C:4]([OH:5])=[O:3])[C:7]=2[CH2:8][NH:9]1. The catalyst is CO.C1COCC1.O. The yield is 0.0400. (2) The reactants are [Cl:1][C:2]1[CH:3]=[C:4]([NH:12][C:13]2[C:18]([C:19]#[N:20])=[CH:17][N:16]=[CH:15][C:14]=2I)[C:5]([CH3:11])=[C:6]2[C:10]=1[NH:9][CH:8]=[CH:7]2.[O:22]1[C:26]2[CH:27]=[CH:28][CH:29]=[CH:30][C:25]=2[CH:24]=[C:23]1B(O)O.C(OCC)(=O)C. The catalyst is CN(C=O)C.C1C=CC([P]([Pd]([P](C2C=CC=CC=2)(C2C=CC=CC=2)C2C=CC=CC=2)([P](C2C=CC=CC=2)(C2C=CC=CC=2)C2C=CC=CC=2)[P](C2C=CC=CC=2)(C2C=CC=CC=2)C2C=CC=CC=2)(C2C=CC=CC=2)C2C=CC=CC=2)=CC=1. The product is [O:22]1[C:26]2[CH:27]=[CH:28][CH:29]=[CH:30][C:25]=2[CH:24]=[C:23]1[C:14]1[CH:15]=[N:16][CH:17]=[C:18]([C:13]=1[NH:12][C:4]1[C:5]([CH3:11])=[C:6]2[C:10](=[C:2]([Cl:1])[CH:3]=1)[NH:9][CH:8]=[CH:7]2)[C:19]#[N:20]. The yield is 0.150. (3) The reactants are [CH:1]1([S:4]([C:7]2[CH:12]=[CH:11][C:10]([CH:13]([N:21]3[CH:25]=[CH:24][CH:23]=[C:22]3C3C=C(O)C=NC=3)[CH2:14][CH:15]3[CH2:20][CH2:19][O:18][CH2:17][CH2:16]3)=[CH:9][CH:8]=2)(=[O:6])=[O:5])[CH2:3][CH2:2]1.[CH3:33][CH:34]([OH:36])[CH3:35].C(P(CCCC)CCCC)CCC.N(C([N:62]1[CH2:67][CH2:66][CH2:65][CH2:64][CH2:63]1)=O)=NC([N:62]1[CH2:67][CH2:66][CH2:65][CH2:64][CH2:63]1)=O. The catalyst is O1CCCC1. The product is [CH:1]1([S:4]([C:7]2[CH:12]=[CH:11][C:10]([CH:13]([N:21]3[CH:25]=[CH:24][CH:23]=[C:22]3[C:64]3([O:36][CH:34]([CH3:35])[CH3:33])[CH:63]=[N:62][CH:67]=[CH:66][CH2:65]3)[CH2:14][CH:15]3[CH2:16][CH2:17][O:18][CH2:19][CH2:20]3)=[CH:9][CH:8]=2)(=[O:5])=[O:6])[CH2:3][CH2:2]1. The yield is 0.780. (4) The reactants are [NH2:1][CH:2]1[CH2:10][C:9]2[C:4](=[CH:5][CH:6]=[C:7]([S:11][C:12](=[O:16])[N:13]([CH3:15])[CH3:14])[CH:8]=2)[CH2:3]1.[CH:17](OCC)=[O:18]. The catalyst is C(Cl)(Cl)Cl. The product is [CH:17]([NH:1][CH:2]1[CH2:10][C:9]2[C:4](=[CH:5][CH:6]=[C:7]([S:11][C:12](=[O:16])[N:13]([CH3:14])[CH3:15])[CH:8]=2)[CH2:3]1)=[O:18]. The yield is 0.350. (5) The reactants are [Br:1][C:2]1[C:3]([F:18])=[CH:4][C:5](F)=[C:6]([N:8]=[CH:9][C:10]2[CH:15]=[CH:14][CH:13]=[CH:12][C:11]=2[OH:16])[CH:7]=1.C([O-])([O-])=O.[K+].[K+].O. The catalyst is CS(C)=O.C1OCCOCCOCCOCCOCCOC1. The product is [Br:1][C:2]1[C:3]([F:18])=[CH:4][C:5]2[O:16][C:11]3[CH:12]=[CH:13][CH:14]=[CH:15][C:10]=3[CH:9]=[N:8][C:6]=2[CH:7]=1. The yield is 1.00. (6) The reactants are FC(F)(F)C([N:5]([C@@H:13]1[CH2:15][C@H:14]1[C:16]1[CH:21]=[CH:20][CH:19]=[CH:18][CH:17]=1)[CH2:6][CH:7]1[CH2:12][CH2:11][NH:10][CH2:9][CH2:8]1)=O.Br[C:25]1[CH:30]=[CH:29][CH:28]=[CH:27][CH:26]=1.CC(C)([O-])C.[Na+].O. The catalyst is C1(C)C=CC=CC=1.C1C=CC(/C=C/C(/C=C/C2C=CC=CC=2)=O)=CC=1.C1C=CC(/C=C/C(/C=C/C2C=CC=CC=2)=O)=CC=1.C1C=CC(/C=C/C(/C=C/C2C=CC=CC=2)=O)=CC=1.[Pd].[Pd]. The product is [C:16]1([C@@H:14]2[CH2:15][C@H:13]2[NH:5][CH2:6][CH:7]2[CH2:8][CH2:9][N:10]([C:25]3[CH:30]=[CH:29][CH:28]=[CH:27][CH:26]=3)[CH2:11][CH2:12]2)[CH:17]=[CH:18][CH:19]=[CH:20][CH:21]=1. The yield is 0.117. (7) The reactants are [CH2:1]([O:3][C:4](=[O:28])[C@@H:5]([CH2:12][C:13]1[C:14]([CH2:23][O:24][C:25](=[O:27])[CH3:26])=[C:15]2[C:19](=[C:20](Br)[CH:21]=1)[NH:18][N:17]=[CH:16]2)[CH2:6][C:7]([O:9][CH2:10][CH3:11])=[O:8])[CH3:2].[CH3:29][Sn](C)(C)C. No catalyst specified. The product is [CH2:1]([O:3][C:4](=[O:28])[C@@H:5]([CH2:12][C:13]1[C:14]([CH2:23][O:24][C:25](=[O:27])[CH3:26])=[C:15]2[C:19](=[C:20]([CH3:29])[CH:21]=1)[NH:18][N:17]=[CH:16]2)[CH2:6][C:7]([O:9][CH2:10][CH3:11])=[O:8])[CH3:2]. The yield is 0.680.